From a dataset of Forward reaction prediction with 1.9M reactions from USPTO patents (1976-2016). Predict the product of the given reaction. (1) Given the reactants [C:1]1([C:12]2[CH:17]=[CH:16][CH:15]=[CH:14][CH:13]=2)[CH:6]=[CH:5][C:4]([O:7][CH2:8][CH2:9][CH2:10][OH:11])=[CH:3][CH:2]=1.C[O:19][C:20](=[O:33])[CH:21]([O:30][CH2:31][CH3:32])[CH2:22][C:23]1[CH:28]=[CH:27][CH:26]=[C:25](O)[CH:24]=1.C1(C2C=CC=CC=2)C=CC(OCCOC2C=CC(C[C@H](OC)C(O)=O)=CC=2)=CC=1, predict the reaction product. The product is: [C:1]1([C:12]2[CH:13]=[CH:14][CH:15]=[CH:16][CH:17]=2)[CH:6]=[CH:5][C:4]([O:7][CH2:8][CH2:9][CH2:10][O:11][C:27]2[CH:28]=[C:23]([CH2:22][CH:21]([O:30][CH2:31][CH3:32])[C:20]([OH:33])=[O:19])[CH:24]=[CH:25][CH:26]=2)=[CH:3][CH:2]=1. (2) The product is: [CH3:29][S:30]([C:2]1[CH:28]=[CH:27][C:5]2[N:6]([CH2:9][C:10]3[CH:26]=[CH:25][C:13]4[N:14]=[C:15]([NH:17][C@@H:18]5[CH2:23][CH2:22][CH2:21][CH2:20][C@H:19]5[OH:24])[S:16][C:12]=4[CH:11]=3)[CH:7]=[N:8][C:4]=2[CH:3]=1)(=[O:32])=[O:31]. Given the reactants Br[C:2]1[CH:28]=[CH:27][C:5]2[N:6]([CH2:9][C:10]3[CH:26]=[CH:25][C:13]4[N:14]=[C:15]([NH:17][C@@H:18]5[CH2:23][CH2:22][CH2:21][CH2:20][C@H:19]5[OH:24])[S:16][C:12]=4[CH:11]=3)[CH:7]=[N:8][C:4]=2[CH:3]=1.[CH3:29][S:30]([O-:32])=[O:31].[Na+].CN(C)CCN, predict the reaction product.